Dataset: Full USPTO retrosynthesis dataset with 1.9M reactions from patents (1976-2016). Task: Predict the reactants needed to synthesize the given product. (1) Given the product [OH:4][C:5]1[CH:16]=[CH:15][C:8]([O:9][CH2:10][C:11]([O:13][CH3:14])=[O:12])=[C:7]([CH3:17])[CH:6]=1, predict the reactants needed to synthesize it. The reactants are: C([O:4][C:5]1[CH:16]=[CH:15][C:8]([O:9][CH2:10][C:11]([O:13][CH3:14])=[O:12])=[C:7]([CH3:17])[CH:6]=1)(=O)C.B(O[O-])=O.O.[Na+]. (2) The reactants are: [CH3:1][C:2]1([C:16]([O:18][CH2:19][CH3:20])=[O:17])[O:7][CH2:6][C:5](OS(C(F)(F)F)(=O)=O)=[CH:4][O:3]1.C([O-])(=O)C.[K+].[CH3:26][C:27]1([CH3:43])[C:31]([CH3:33])([CH3:32])[O:30][B:29]([B:29]2[O:30][C:31]([CH3:33])([CH3:32])[C:27]([CH3:43])([CH3:26])[O:28]2)[O:28]1. Given the product [CH3:1][C@@:2]1([C:16]([O:18][CH2:19][CH3:20])=[O:17])[O:7][CH2:6][C:5]([B:29]2[O:30][C:31]([CH3:33])([CH3:32])[C:27]([CH3:43])([CH3:26])[O:28]2)=[CH:4][O:3]1, predict the reactants needed to synthesize it. (3) Given the product [C:1]([N:8]1[CH2:12][CH2:11][C@H:10]([N:13]([C:14](=[O:20])[C:15]([CH3:19])([CH3:18])[CH2:16][O:17][CH3:32])[CH:21]2[CH2:26][CH2:25][C:24]([CH3:28])([CH3:27])[CH2:23][CH2:22]2)[CH2:9]1)([O:3][C:4]([CH3:5])([CH3:6])[CH3:7])=[O:2], predict the reactants needed to synthesize it. The reactants are: [C:1]([N:8]1[CH2:12][CH2:11][C@H:10]([N:13]([CH:21]2[CH2:26][CH2:25][C:24]([CH3:28])([CH3:27])[CH2:23][CH2:22]2)[C:14](=[O:20])[C:15]([CH3:19])([CH3:18])[CH2:16][OH:17])[CH2:9]1)([O:3][C:4]([CH3:7])([CH3:6])[CH3:5])=[O:2].[H-].[Na+].I[CH3:32]. (4) Given the product [CH:18]1[C:27]2[C:22](=[CH:23][CH:24]=[CH:25][CH:26]=2)[CH:21]=[C:20]([C:28]2[CH:29]=[C:30]([NH:31][C:2]3[C:3]4[CH2:4][CH2:5][N:6]([CH:12]5[CH2:15][S:14](=[O:17])(=[O:16])[CH2:13]5)[CH2:7][C:8]=4[CH:9]=[CH:10][CH:11]=3)[CH:32]=[CH:33][C:34]=2[CH3:35])[N:19]=1, predict the reactants needed to synthesize it. The reactants are: Br[C:2]1[CH:11]=[CH:10][CH:9]=[C:8]2[C:3]=1[CH2:4][CH2:5][N:6]([CH:12]1[CH2:15][S:14](=[O:17])(=[O:16])[CH2:13]1)[CH2:7]2.[CH:18]1[C:27]2[C:22](=[CH:23][CH:24]=[CH:25][CH:26]=2)[CH:21]=[C:20]([C:28]2[CH:29]=[C:30]([CH:32]=[CH:33][C:34]=2[CH3:35])[NH2:31])[N:19]=1.CC1(C)C2C(=C(P(C3C=CC=CC=3)C3C=CC=CC=3)C=CC=2)OC2C(P(C3C=CC=CC=3)C3C=CC=CC=3)=CC=CC1=2.P([O-])([O-])([O-])=O.[K+].[K+].[K+]. (5) Given the product [CH3:1][O:2][CH2:3][C@@H:4]1[N:10]([C:19]2[CH:24]=[CH:23][CH:22]=[CH:21][CH:20]=2)[CH2:9][C:8]2[CH:11]=[CH:12][C:13]([C:15]([O:17][CH3:18])=[O:16])=[CH:14][C:7]=2[O:6][CH2:5]1, predict the reactants needed to synthesize it. The reactants are: [CH3:1][O:2][CH2:3][C@@H:4]1[NH:10][CH2:9][C:8]2[CH:11]=[CH:12][C:13]([C:15]([O:17][CH3:18])=[O:16])=[CH:14][C:7]=2[O:6][CH2:5]1.[C:19]1(B(O)O)[CH:24]=[CH:23][CH:22]=[CH:21][CH:20]=1.CCN(CC)CC. (6) Given the product [C:27]([O:30][CH:13]([NH:14][C:15](=[O:26])[C:16]1[CH:21]=[CH:20][CH:19]=[CH:18][C:17]=1[C:22]([F:23])([F:24])[F:25])[CH2:12][C:3]1[C:2]([Cl:1])=[CH:7][C:6]([C:8]([F:9])([F:11])[F:10])=[CH:5][N:4]=1)(=[O:29])[CH3:28], predict the reactants needed to synthesize it. The reactants are: [Cl:1][C:2]1[C:3]([CH2:12][CH:13]=[N:14][C:15](=[O:26])[C:16]2[CH:21]=[CH:20][CH:19]=[CH:18][C:17]=2[C:22]([F:25])([F:24])[F:23])=[N:4][CH:5]=[C:6]([C:8]([F:11])([F:10])[F:9])[CH:7]=1.[C:27]([OH:30])(=[O:29])[CH3:28].